Predict the reaction yield, written as a fraction of the theoretical maximum amount of product (1.0 means a 100% yield; for example, 0.34 means a 34% yield). From a dataset of Reaction yield outcomes from USPTO patents with 853,638 reactions. (1) The reactants are [CH:1]1([CH2:7][OH:8])[CH2:6][CH2:5][CH2:4][CH2:3][CH2:2]1.[H-].[Na+].Br[CH2:12][CH2:13][CH2:14][CH2:15][CH:16]=[CH2:17]. The catalyst is CN(C=O)C. The product is [CH2:17]([O:8][CH2:7][CH:1]1[CH2:6][CH2:5][CH2:4][CH2:3][CH2:2]1)[CH2:16][CH2:15][CH2:14][CH:13]=[CH2:12]. The yield is 0.490. (2) The reactants are [CH2:1]([O:8][C:9]1[C:10](=[O:30])[N:11]([CH2:21][O:22][CH2:23][C:24]2[CH:29]=[CH:28][CH:27]=[CH:26][CH:25]=2)[C:12](=[O:20])[N:13]([CH2:15][CH2:16][N:17]([CH3:19])[CH3:18])[N:14]=1)[C:2]1[CH:7]=[CH:6][CH:5]=[CH:4][CH:3]=1.[CH:31]([N:34]1[CH2:39]CNC[CH2:35]1)([CH3:33])[CH3:32].C(=O)([O-])[O-].[K+].[K+]. No catalyst specified. The product is [CH2:1]([O:8][C:9]1[C:10](=[O:30])[N:11]([CH2:21][O:22][CH2:23][C:24]2[CH:25]=[CH:26][CH:27]=[CH:28][CH:29]=2)[C:12](=[O:20])[N:13]([CH2:15][CH2:16][N:17]2[CH2:19][CH2:39][N:34]([CH:31]([CH3:33])[CH3:32])[CH2:35][CH2:18]2)[N:14]=1)[C:2]1[CH:7]=[CH:6][CH:5]=[CH:4][CH:3]=1. The yield is 0.450.